Dataset: NCI-60 drug combinations with 297,098 pairs across 59 cell lines. Task: Regression. Given two drug SMILES strings and cell line genomic features, predict the synergy score measuring deviation from expected non-interaction effect. (1) Drug 1: C1CC2CC3=C(CC1C24CN(S(=O)(=O)N4)CC(F)(F)F)C=CC(=C3)C=CCN5CCC(CC5)C(F)(F)F. Drug 2: CCC1=C2CN3C(=CC4=C(C3=O)COC(=O)C4(CC)O)C2=NC5=C1C=C(C=C5)O. Cell line: T-47D. Synergy scores: CSS=34.8, Synergy_ZIP=-1.01, Synergy_Bliss=2.41, Synergy_Loewe=3.58, Synergy_HSA=6.94. (2) Drug 1: CC1=C2C(C(=O)C3(C(CC4C(C3C(C(C2(C)C)(CC1OC(=O)C(C(C5=CC=CC=C5)NC(=O)OC(C)(C)C)O)O)OC(=O)C6=CC=CC=C6)(CO4)OC(=O)C)OC)C)OC. Drug 2: CN1C2=C(C=C(C=C2)N(CCCl)CCCl)N=C1CCCC(=O)O.Cl. Cell line: OVCAR-5. Synergy scores: CSS=49.7, Synergy_ZIP=5.12, Synergy_Bliss=4.67, Synergy_Loewe=-26.6, Synergy_HSA=4.61. (3) Drug 1: CN(C)N=NC1=C(NC=N1)C(=O)N. Drug 2: CC1=C(N=C(N=C1N)C(CC(=O)N)NCC(C(=O)N)N)C(=O)NC(C(C2=CN=CN2)OC3C(C(C(C(O3)CO)O)O)OC4C(C(C(C(O4)CO)O)OC(=O)N)O)C(=O)NC(C)C(C(C)C(=O)NC(C(C)O)C(=O)NCCC5=NC(=CS5)C6=NC(=CS6)C(=O)NCCC[S+](C)C)O. Cell line: SR. Synergy scores: CSS=68.7, Synergy_ZIP=0.378, Synergy_Bliss=0.556, Synergy_Loewe=-12.8, Synergy_HSA=0.583. (4) Drug 1: CC12CCC(CC1=CCC3C2CCC4(C3CC=C4C5=CN=CC=C5)C)O. Drug 2: CCCS(=O)(=O)NC1=C(C(=C(C=C1)F)C(=O)C2=CNC3=C2C=C(C=N3)C4=CC=C(C=C4)Cl)F. Cell line: SK-MEL-2. Synergy scores: CSS=0.469, Synergy_ZIP=1.12, Synergy_Bliss=5.24, Synergy_Loewe=-0.133, Synergy_HSA=0.584. (5) Drug 1: COC1=C(C=C2C(=C1)N=CN=C2NC3=CC(=C(C=C3)F)Cl)OCCCN4CCOCC4. Drug 2: CN1C(=O)N2C=NC(=C2N=N1)C(=O)N. Cell line: A549. Synergy scores: CSS=27.8, Synergy_ZIP=5.96, Synergy_Bliss=7.01, Synergy_Loewe=-9.31, Synergy_HSA=3.40. (6) Drug 1: CC1C(C(CC(O1)OC2CC(CC3=C2C(=C4C(=C3O)C(=O)C5=C(C4=O)C(=CC=C5)OC)O)(C(=O)C)O)N)O.Cl. Synergy scores: CSS=45.3, Synergy_ZIP=4.44, Synergy_Bliss=5.63, Synergy_Loewe=-5.60, Synergy_HSA=5.61. Cell line: COLO 205. Drug 2: C1C(C(OC1N2C=NC(=NC2=O)N)CO)O.